Task: Predict which catalyst facilitates the given reaction.. Dataset: Catalyst prediction with 721,799 reactions and 888 catalyst types from USPTO (1) Reactant: [C:1]([O:5][C:6](=[O:29])[N:7]([C:15]1[CH:20]=[CH:19][CH:18]=[C:17]([C:21]2[C:26]([Cl:27])=[CH:25][N:24]=[C:23](F)[CH:22]=2)[CH:16]=1)[CH2:8][CH:9]1[CH2:14][CH2:13][O:12][CH2:11][CH2:10]1)([CH3:4])([CH3:3])[CH3:2].[OH-].[NH4+:31]. Product: [C:1]([O:5][C:6](=[O:29])[N:7]([C:15]1[CH:20]=[CH:19][CH:18]=[C:17]([C:21]2[C:26]([Cl:27])=[CH:25][N:24]=[C:23]([NH2:31])[CH:22]=2)[CH:16]=1)[CH2:8][CH:9]1[CH2:14][CH2:13][O:12][CH2:11][CH2:10]1)([CH3:4])([CH3:3])[CH3:2]. The catalyst class is: 197. (2) Reactant: S1C=CC2C(N3CCN(CCCO[C:20]4[CH:21]=[C:22]5[C:27](=[CH:28][CH:29]=4)[C:26](=[O:30])[N:25]([CH3:31])[CH:24]=[CH:23]5)CC3)=CC=CC1=2.[S:32]1[CH:36]=[CH:35][C:34]2[C:37]([N:41]3[CH2:46][CH2:45][N:44]([CH2:47][CH2:48][CH2:49][O:50]C4C=C5C(=CC=4)C(=O)NC=C5)[CH2:43][CH2:42]3)=[CH:38][CH:39]=[CH:40][C:33]1=2.CI.C(O)C.[ClH:67]. Product: [ClH:67].[S:32]1[CH:36]=[CH:35][C:34]2[C:37]([N:41]3[CH2:46][CH2:45][N:44]([CH2:47][CH2:48][CH2:49][O:50][C:24]4[N:25]([CH3:31])[C:26](=[O:30])[C:27]5[C:22]([CH:23]=4)=[CH:21][CH:20]=[CH:29][CH:28]=5)[CH2:43][CH2:42]3)=[CH:38][CH:39]=[CH:40][C:33]1=2. The catalyst class is: 13.